Dataset: Reaction yield outcomes from USPTO patents with 853,638 reactions. Task: Predict the reaction yield, written as a fraction of the theoretical maximum amount of product (1.0 means a 100% yield; for example, 0.34 means a 34% yield). (1) The product is [Br:1][C:2]1[C:3]([C:9]([OH:11])=[O:10])=[N:4][C:5]([CH3:8])=[CH:6][CH:7]=1. The catalyst is C1(C)C=CC=CC=1.C1C=CC([P]([Pd]([P](C2C=CC=CC=2)(C2C=CC=CC=2)C2C=CC=CC=2)([P](C2C=CC=CC=2)(C2C=CC=CC=2)C2C=CC=CC=2)[P](C2C=CC=CC=2)(C2C=CC=CC=2)C2C=CC=CC=2)(C2C=CC=CC=2)C2C=CC=CC=2)=CC=1. The reactants are [Br:1][C:2]1[C:3]([C:9]([O:11]C)=[O:10])=[N:4][C:5]([CH3:8])=[CH:6][CH:7]=1.C([Sn](CCCC)(CCCC)C1OC=CN=1)CCC.N#N. The yield is 0.670. (2) The reactants are C(OC([N:11]1[C:16]2[CH:17]=[C:18]([Cl:34])[CH:19]=[C:20]([N:21]3[CH2:26][CH2:25][N:24]([C:27]([O:29][C:30]([CH3:33])([CH3:32])[CH3:31])=[O:28])[CH2:23][CH2:22]3)[C:15]=2[O:14][CH2:13][CH2:12]1)=O)C1C=CC=CC=1. The catalyst is C(O)C.[Pd]. The product is [C:30]([O:29][C:27]([N:24]1[CH2:23][CH2:22][N:21]([C:20]2[C:15]3[O:14][CH2:13][CH2:12][NH:11][C:16]=3[CH:17]=[C:18]([Cl:34])[CH:19]=2)[CH2:26][CH2:25]1)=[O:28])([CH3:33])([CH3:31])[CH3:32]. The yield is 0.710. (3) The reactants are [C:1]1([C:7]([OH:9])=[O:8])([C:4](O)=[O:5])[CH2:3][CH2:2]1.C(N(CC)CC)C.S(Cl)(Cl)=O.[CH2:21]([NH2:28])[C:22]1[CH:27]=[CH:26][CH:25]=[CH:24][CH:23]=1. The catalyst is C1COCC1.C(OCC)(=O)C. The product is [CH2:21]([NH:28][C:4]([C:1]1([C:7]([OH:9])=[O:8])[CH2:3][CH2:2]1)=[O:5])[C:22]1[CH:27]=[CH:26][CH:25]=[CH:24][CH:23]=1. The yield is 0.521. (4) The yield is 1.00. The catalyst is C(O)C.[Pd]. The product is [NH2:30][C:29]1[CH:28]=[CH:27][C:19]([C:20]([O:22][C:23]([CH3:24])([CH3:25])[CH3:26])=[O:21])=[CH:18][C:17]=1[CH2:16][N:8]([C:6]([O:5][C:1]([CH3:4])([CH3:3])[CH3:2])=[O:7])[C:9]([O:11][C:12]([CH3:14])([CH3:13])[CH3:15])=[O:10]. The reactants are [C:1]([O:5][C:6]([N:8]([CH2:16][C:17]1[CH:18]=[C:19]([CH:27]=[CH:28][C:29]=1[N+:30]([O-])=O)[C:20]([O:22][C:23]([CH3:26])([CH3:25])[CH3:24])=[O:21])[C:9]([O:11][C:12]([CH3:15])([CH3:14])[CH3:13])=[O:10])=[O:7])([CH3:4])([CH3:3])[CH3:2]. (5) The reactants are C([N-]C(C)C)(C)C.[Li+].Br[CH2:10][CH2:11][CH2:12][CH2:13][CH2:14][Br:15].[C:16]([O:21][CH2:22][CH3:23])(=[O:20])[CH:17]([CH3:19])[CH3:18]. The catalyst is C1COCC1. The product is [CH2:22]([O:21][C:16](=[O:20])[C:17]([CH3:19])([CH3:18])[CH2:10][CH2:11][CH2:12][CH2:13][CH2:14][Br:15])[CH3:23]. The yield is 0.600. (6) The reactants are [C:1]([C:5]1[CH:26]=[C:25]([F:27])[CH:24]=[CH:23][C:6]=1[O:7][CH:8]1[CH2:11][N:10]([C:12]([C:14]2[CH:19]=[CH:18][C:17]([C:20](=[O:22])[CH3:21])=[CH:16][CH:15]=2)=[O:13])[CH2:9]1)([CH3:4])([CH3:3])[CH3:2].[CH3:28][Mg]I. The catalyst is C(OCC)C. The product is [C:1]([C:5]1[CH:26]=[C:25]([F:27])[CH:24]=[CH:23][C:6]=1[O:7][CH:8]1[CH2:11][N:10]([C:12]([C:14]2[CH:19]=[CH:18][C:17]([C:20]([OH:22])([CH3:28])[CH3:21])=[CH:16][CH:15]=2)=[O:13])[CH2:9]1)([CH3:2])([CH3:3])[CH3:4]. The yield is 0.570. (7) The yield is 0.393. No catalyst specified. The reactants are Cl.[NH:2]1[C:10]2[C:5](=[CH:6][CH:7]=[CH:8][CH:9]=2)[C:4]([CH2:11][C:12]([OH:14])=O)=[CH:3]1.[CH2:15]([C@H:22]1[CH2:26][NH:25][C@H:24]([C:27]([NH:29][C:30]2[CH:35]=[CH:34][C:33]([O:36][C:37]3[CH:42]=[CH:41][C:40]([F:43])=[CH:39][CH:38]=3)=[CH:32][CH:31]=2)=[O:28])[CH2:23]1)[C:16]1[CH:21]=[CH:20][CH:19]=[CH:18][CH:17]=1. The product is [NH:2]1[C:10]2[C:5](=[CH:6][CH:7]=[CH:8][CH:9]=2)[C:4]([CH2:11][C:12]([N:25]2[CH2:26][C@H:22]([CH2:15][C:16]3[CH:21]=[CH:20][CH:19]=[CH:18][CH:17]=3)[CH2:23][C@H:24]2[C:27]([NH:29][C:30]2[CH:35]=[CH:34][C:33]([O:36][C:37]3[CH:42]=[CH:41][C:40]([F:43])=[CH:39][CH:38]=3)=[CH:32][CH:31]=2)=[O:28])=[O:14])=[CH:3]1. (8) The reactants are C(Br)C1C=CC=CC=1.[F:9][C:10]([F:20])([F:19])[C:11]1[CH:18]=[CH:17][C:14]([CH2:15]Br)=[CH:13][CH:12]=1.[CH3:21][C:22]1[N:23]=[C:24]([N:32]2[CH2:36][CH2:35][NH:34][C:33]2=[O:37])[S:25][C:26]=1[C:27]([O:29][CH2:30][CH3:31])=[O:28]. No catalyst specified. The product is [CH3:21][C:22]1[N:23]=[C:24]([N:32]2[CH2:36][CH2:35][N:34]([CH2:15][C:14]3[CH:17]=[CH:18][C:11]([C:10]([F:20])([F:19])[F:9])=[CH:12][CH:13]=3)[C:33]2=[O:37])[S:25][C:26]=1[C:27]([O:29][CH2:30][CH3:31])=[O:28]. The yield is 0.920.